Dataset: Full USPTO retrosynthesis dataset with 1.9M reactions from patents (1976-2016). Task: Predict the reactants needed to synthesize the given product. (1) Given the product [F:3][C:4]1[CH:23]=[CH:22][C:7]([O:8][CH2:9][CH2:10][NH2:11])=[CH:6][CH:5]=1, predict the reactants needed to synthesize it. The reactants are: NN.[F:3][C:4]1[CH:23]=[CH:22][C:7]([O:8][CH2:9][CH2:10][N:11]2C(=O)C3C(=CC=CC=3)C2=O)=[CH:6][CH:5]=1. (2) Given the product [C:1]([C:5]1[CH:6]=[CH:7][C:8]([CH2:19][OH:20])=[C:9]([OH:11])[CH:10]=1)([CH3:4])([CH3:2])[CH3:3], predict the reactants needed to synthesize it. The reactants are: [C:1]([C:5]1[CH:6]=[CH:7][C:8]([CH:19]=[O:20])=[C:9]([O:11]S(C(F)(F)F)(=O)=O)[CH:10]=1)([CH3:4])([CH3:3])[CH3:2].C(C1C=CC(C=O)=C(O)C=1)(C)(C)C.[BH4-].[Na+]. (3) Given the product [Cl:2][C:3]1[CH:4]=[C:5]([CH2:6][OH:7])[CH:10]=[CH:11][N:12]=1, predict the reactants needed to synthesize it. The reactants are: [Li].[Cl:2][C:3]1[CH:4]=[C:5]([CH:10]=[CH:11][N:12]=1)[C:6](OC)=[O:7]. (4) Given the product [CH2:14]([N:13]([CH2:20][CH2:21][CH2:22][CH2:23][CH2:24][CH3:25])[C:10]1[CH:11]=[CH:12][C:7]([N:6]2[C:4](=[O:5])[CH:3]=[C:2]([CH3:28])[N:1]=[C:29]2[CH3:30])=[CH:8][C:9]=1[C:26]#[N:27])[CH2:15][CH2:16][CH2:17][CH2:18][CH3:19], predict the reactants needed to synthesize it. The reactants are: [NH2:1]/[C:2](/[CH3:28])=[CH:3]\[C:4]([NH:6][C:7]1[CH:12]=[CH:11][C:10]([N:13]([CH2:20][CH2:21][CH2:22][CH2:23][CH2:24][CH3:25])[CH2:14][CH2:15][CH2:16][CH2:17][CH2:18][CH3:19])=[C:9]([C:26]#[N:27])[CH:8]=1)=[O:5].[C:29](OCC)(OCC)(OCC)[CH3:30]. (5) Given the product [CH2:23]([C@H:22]1[NH:25][C:26](=[O:32])[N:19]([C:16]2[CH:15]=[N:14][C:13]([O:12][C:7]3[C:6]4[C:2]([CH3:33])([CH3:1])[CH2:3][O:4][C:5]=4[C:10]([CH3:11])=[CH:9][CH:8]=3)=[N:18][CH:17]=2)[C:20]1=[O:21])[CH3:24], predict the reactants needed to synthesize it. The reactants are: [CH3:1][C:2]1([CH3:33])[C:6]2[C:7]([O:12][C:13]3[N:18]=[CH:17][C:16]([NH:19][C:20]([C@H:22]([NH:25][C:26](=[O:32])OC(C)(C)C)[CH2:23][CH3:24])=[O:21])=[CH:15][N:14]=3)=[CH:8][CH:9]=[C:10]([CH3:11])[C:5]=2[O:4][CH2:3]1.ClC(Cl)(OC(=O)OC(Cl)(Cl)Cl)Cl. (6) Given the product [CH:31]1([CH2:30][O:29][C:22]2[CH:23]=[C:24]([O:27][CH3:28])[CH:25]=[CH:26][C:21]=2[C:20]2[CH:19]=[CH:18][N:17]=[C:16]3[C:12]([C:10]([NH:9][C@H:6]4[CH2:7][CH2:8][C@H:3]([NH:2][C:38](=[O:39])[CH2:37][O:36][CH3:35])[CH2:4][CH2:5]4)=[O:11])=[C:13]([CH3:34])[NH:14][C:15]=23)[CH2:32][CH2:33]1, predict the reactants needed to synthesize it. The reactants are: Cl.[NH2:2][C@H:3]1[CH2:8][CH2:7][C@H:6]([NH:9][C:10]([C:12]2[C:16]3=[N:17][CH:18]=[CH:19][C:20]([C:21]4[CH:26]=[CH:25][C:24]([O:27][CH3:28])=[CH:23][C:22]=4[O:29][CH2:30][CH:31]4[CH2:33][CH2:32]4)=[C:15]3[NH:14][C:13]=2[CH3:34])=[O:11])[CH2:5][CH2:4]1.[CH3:35][O:36][CH2:37][C:38](Cl)=[O:39]. (7) Given the product [F:1][C:2]1[CH:7]=[CH:6][C:5]([N:8]2[C:12]([C:22]3[CH:23]=[CH:24][C:25]4[O:26][CH2:27][C:28](=[O:32])[NH:29][C:30]=4[N:31]=3)=[CH:11][C:10]([C:16]([F:19])([F:18])[F:17])=[N:9]2)=[C:4]([CH3:20])[CH:3]=1, predict the reactants needed to synthesize it. The reactants are: [F:1][C:2]1[CH:7]=[CH:6][C:5]([N:8]2[C:12](B(O)O)=[CH:11][C:10]([C:16]([F:19])([F:18])[F:17])=[N:9]2)=[C:4]([CH3:20])[CH:3]=1.Br[C:22]1[CH:23]=[CH:24][C:25]2[O:26][CH2:27][C:28](=[O:32])[NH:29][C:30]=2[N:31]=1.